From a dataset of Catalyst prediction with 721,799 reactions and 888 catalyst types from USPTO. Predict which catalyst facilitates the given reaction. (1) Reactant: [OH:1][CH:2]([CH2:6][CH2:7][S:8][CH3:9])[C:3]([OH:5])=[O:4].C.[CH2:11](O)[CH2:12][CH2:13][CH2:14][CH2:15][CH2:16][CH2:17][CH3:18].S([O-])(O)(=O)=O.[Na+]. Product: [OH:1][CH:2]([CH2:6][CH2:7][S:8][CH3:9])[C:3]([O:5][CH2:11][CH2:12][CH2:13][CH2:14][CH2:15][CH2:16][CH2:17][CH3:18])=[O:4]. The catalyst class is: 226. (2) Reactant: [O:1](S(C(F)(F)F)(=O)=O)[S:2]([C:5]([F:8])([F:7])[F:6])(=[O:4])=[O:3].N1C=CC=CC=1.[CH:22]1([C:25]2[CH:26]=[CH:27][CH:28]=[C:29]3[C:34]=2[N:33]=[C:32]([C:35]([N:37]2[CH2:42][CH2:41][C:40]4([CH2:51][C:50](=[O:52])[C:49]5[C:44](=[CH:45][CH:46]=[C:47]([C:53]6[CH:54]=[N:55][N:56]([CH3:58])[CH:57]=6)[CH:48]=5)[O:43]4)[CH2:39][CH2:38]2)=[O:36])[CH:31]=[C:30]3O)[CH2:24][CH2:23]1. Product: [F:6][C:5]([F:8])([F:7])[S:2]([O:1][C:30]1[C:29]2[C:34](=[C:25]([CH:22]3[CH2:24][CH2:23]3)[CH:26]=[CH:27][CH:28]=2)[N:33]=[C:32]([C:35]([N:37]2[CH2:38][CH2:39][C:40]3([CH2:51][C:50](=[O:52])[C:49]4[C:44](=[CH:45][CH:46]=[C:47]([C:53]5[CH:54]=[N:55][N:56]([CH3:58])[CH:57]=5)[CH:48]=4)[O:43]3)[CH2:41][CH2:42]2)=[O:36])[CH:31]=1)(=[O:4])=[O:3]. The catalyst class is: 146. (3) Reactant: [CH3:1][N:2]([CH2:7][C:8]([OH:10])=[O:9])[CH2:3][C:4](O)=O.C(OC(=O)C)(=[O:13])C.C(O)(=O)C. Product: [CH3:1][N:2]1[CH2:3][CH2:4][O:10][C:8](=[O:9])[C:7]1=[O:13]. The catalyst class is: 17. (4) Reactant: C([O:8][C:9]1[CH:14]=[C:13]([C:15]([CH3:18])([CH3:17])[CH3:16])[CH:12]=[C:11]([C:19]([CH3:22])([CH3:21])[CH3:20])[C:10]=1[CH:23]=[CH:24][N+:25]([O-])=O)C1C=CC=CC=1.[H][H]. Product: [NH2:25][CH2:24][CH2:23][C:10]1[C:11]([C:19]([CH3:20])([CH3:22])[CH3:21])=[CH:12][C:13]([C:15]([CH3:18])([CH3:17])[CH3:16])=[CH:14][C:9]=1[OH:8]. The catalyst class is: 19. (5) Reactant: [CH3:1][O:2][C:3]1[C:8]([N+:9]([O-:11])=[O:10])=[CH:7][C:6]([CH3:12])=[CH:5][N:4]=1.C(OOC(=O)C1C=CC=CC=1)(=O)C1C=CC=CC=1.[Br:31]N1C(=O)CCC1=O. Product: [Br:31][CH2:12][C:6]1[CH:7]=[C:8]([N+:9]([O-:11])=[O:10])[C:3]([O:2][CH3:1])=[N:4][CH:5]=1. The catalyst class is: 53.